Task: Regression. Given a target protein amino acid sequence and a drug SMILES string, predict the binding affinity score between them. We predict pIC50 (pIC50 = -log10(IC50 in M); higher means more potent). Dataset: bindingdb_ic50.. Dataset: Drug-target binding data from BindingDB using IC50 measurements (1) The drug is COC(=O)c1ccc2nc(COc3ccc(C45CC6CC(CC(C6)C4)C5)cc3)[nH]c2c1. The target protein sequence is MGDRGGAGSSRRRRTGSRVSVQGGSGPKVEEDEVREAAVSPDLGAGGDAPAPAPAPAHTRDKDRQTSVGDGHWELRCHRLQDSLFSSDSGFSNYRGILNWCVVMLILSNARLSLENLIKYGILVDPIQVVSLFLKDPYSWPAPCLIIASNIFIVATFQIEKRLSVGALTEQMGLLLHVVNLATIICFPAAVALLVESITPVGSLFALASYSIIFLKLSSYRDVNLWCRQRRVKAKAVSAGKKVSGAAAQNTVSYPDNLTYRDLYYFIFAPTLCYELNFPRSPRIRKRFLLRRVLEMLFFTQLQVGLIQQWMVPTIQNSMKPFKDMDYSRIIERLLKLAVPNHLIWLIFFYWLFHSCLNAVAELLQFGDREFYRDWWNAESVTYFWQNWNIPVHKWCIRHFYKPMLRLGSNKWMARTGVFWASAFFHEYLVSIPLRMFRLWAFTAMMAQVPLAWIVNRFFQGNYGNAAVWVTLIIGQPVAVLMYVHDYYVLNYDAPVGA. The pIC50 is 4.6. (2) The compound is COC(=O)[C@@H]1CCCN1C(=O)[C@@H](Cc1ccccc1)N(C)C(=O)[C@H](C)NC(=O)[C@@H](NC(=O)C[C@H](O)[C@H](CC(C)C)NC(=O)[C@H](CC(N)=O)NC(=O)[C@H](CC(C)C)NC(=O)[C@H](OC(=O)[C@@H](OC(=O)[C@H](C(C)C)N(C)C)C(C)C)C(C)C)[C@@H](C)O. The target protein (O60259) has sequence MGRPRPRAAKTWMFLLLLGGAWAGHSRAQEDKVLGGHECQPHSQPWQAALFQGQQLLCGGVLVGGNWVLTAAHCKKPKYTVRLGDHSLQNKDGPEQEIPVVQSIPHPCYNSSDVEDHNHDLMLLQLRDQASLGSKVKPISLADHCTQPGQKCTVSGWGTVTSPRENFPDTLNCAEVKIFPQKKCEDAYPGQITDGMVCAGSSKGADTCQGDSGGPLVCDGALQGITSWGSDPCGRSDKPGVYTNICRYLDWIKKIIGSKG. The pIC50 is 5.0.